This data is from Full USPTO retrosynthesis dataset with 1.9M reactions from patents (1976-2016). The task is: Predict the reactants needed to synthesize the given product. (1) Given the product [Cl:1][C:2]1[CH:7]=[CH:6][C:5]([N:8]2[C:12]([CH3:13])=[CH:11][C:10]([C:14]([NH:16][CH2:17][C:28]3[CH:31]=[CH:32][CH:33]=[CH:34][C:27]=3[CH3:26])=[O:15])=[N:9]2)=[CH:4][CH:3]=1, predict the reactants needed to synthesize it. The reactants are: [Cl:1][C:2]1[CH:7]=[CH:6][C:5]([N:8]2[C:12]([CH3:13])=[CH:11][C:10]([C:14]([NH:16][CH2:17]CC3C=CC(Cl)=CC=3)=[O:15])=[N:9]2)=[CH:4][CH:3]=1.[CH3:26][C:27]1[CH:34]=[CH:33][CH:32]=[CH:31][C:28]=1CN. (2) The reactants are: [O:1]1[CH2:6][CH2:5][CH2:4][NH:3][C:2]1=[O:7].[H-].[Na+].Br[CH2:11][C:12]([O:14][CH3:15])=[O:13]. Given the product [O:7]=[C:2]1[N:3]([CH2:11][C:12]([O:14][CH3:15])=[O:13])[CH2:4][CH2:5][CH2:6][O:1]1, predict the reactants needed to synthesize it.